This data is from hERG potassium channel inhibition data for cardiac toxicity prediction from Karim et al.. The task is: Regression/Classification. Given a drug SMILES string, predict its toxicity properties. Task type varies by dataset: regression for continuous values (e.g., LD50, hERG inhibition percentage) or binary classification for toxic/non-toxic outcomes (e.g., AMES mutagenicity, cardiotoxicity, hepatotoxicity). Dataset: herg_karim. (1) The drug is O=C1N(C2(c3ccccc3)CCC(N3CCC4(CCOC4)CC3)CC2)CCC1(O)c1cc(C(F)(F)F)cc(C(F)(F)F)c1. The result is 1 (blocker). (2) The molecule is COc1ccc(-c2nnc(C(=O)N3CC(Oc4ccc(CN5CCCC5)cc4)C3)o2)cc1. The result is 1 (blocker). (3) The compound is C[S+]([O-])c1ccc(-c2cnc3ccc(-c4cccc(S(C)(=O)=O)c4)nn23)cc1. The result is 1 (blocker). (4) The molecule is C(CN1CCC2(CC1)OCc1ccccc12)=C1CCCc2c1cnn2-c1ccccc1. The result is 1 (blocker). (5) The drug is O=C(NC1CCc2ccc(CCN3CCN(c4nsc5ccccc45)CC3)cc21)c1ccccc1. The result is 1 (blocker).